Dataset: Full USPTO retrosynthesis dataset with 1.9M reactions from patents (1976-2016). Task: Predict the reactants needed to synthesize the given product. (1) Given the product [CH3:1][O:2][C:3]([C:5]1[S:6][C:7]([CH:28]2[CH2:29][CH2:30][C:31](=[O:32])[CH2:36][CH2:37]2)=[CH:8][C:9]=1[N:10]([C@H:20]1[CH2:25][CH2:24][C@H:23]([O:26][CH3:27])[CH2:22][CH2:21]1)[C:11]([C@H:13]1[CH2:18][CH2:17][C@H:16]([CH3:19])[CH2:15][CH2:14]1)=[O:12])=[O:4], predict the reactants needed to synthesize it. The reactants are: [CH3:1][O:2][C:3]([C:5]1[S:6][C:7]([CH:28]2[CH2:37][CH2:36][C:31]3(OCC[O:32]3)[CH2:30][CH2:29]2)=[CH:8][C:9]=1[N:10]([C@H:20]1[CH2:25][CH2:24][C@H:23]([O:26][CH3:27])[CH2:22][CH2:21]1)[C:11]([C@H:13]1[CH2:18][CH2:17][C@H:16]([CH3:19])[CH2:15][CH2:14]1)=[O:12])=[O:4].Cl. (2) The reactants are: [CH2:1]([N:8]1[CH2:13][CH2:12][C:11]2=[C:14](OS(C(F)(F)F)(=O)=O)[N:15]([CH:17]([CH3:19])[CH3:18])[N:16]=[C:10]2[CH2:9]1)[C:2]1[CH:7]=[CH:6][CH:5]=[CH:4][CH:3]=1.[S:28]1[CH:32]=[CH:31][C:30](B(O)O)=[CH:29]1. Given the product [CH2:1]([N:8]1[CH2:13][CH2:12][C:11]2=[C:14]([C:30]3[CH:31]=[CH:32][S:28][CH:29]=3)[N:15]([CH:17]([CH3:18])[CH3:19])[N:16]=[C:10]2[CH2:9]1)[C:2]1[CH:3]=[CH:4][CH:5]=[CH:6][CH:7]=1, predict the reactants needed to synthesize it. (3) Given the product [NH2:26][C:23]1[N:24]=[CH:25][C:20]([C@@H:2]([OH:1])[CH2:3][NH:4][CH2:5][CH2:6][O:7][C:8]2[CH:13]=[CH:12][C:11]([C:14]3[N:15]=[C:16]([CH3:19])[S:17][CH:18]=3)=[CH:10][CH:9]=2)=[CH:21][CH:22]=1, predict the reactants needed to synthesize it. The reactants are: [OH:1][C@H:2]([C:20]1[CH:21]=[CH:22][C:23]([NH:26]C(=O)C)=[N:24][CH:25]=1)[CH2:3][NH:4][CH2:5][CH2:6][O:7][C:8]1[CH:13]=[CH:12][C:11]([C:14]2[N:15]=[C:16]([CH3:19])[S:17][CH:18]=2)=[CH:10][CH:9]=1.[OH-].[Na+]. (4) The reactants are: [C:1]1([N:7]2[C:15]3[C:10](=[CH:11][CH:12]=[CH:13][CH:14]=3)[C:9]([CH:16]=[O:17])=[C:8]2[N:18]2[CH2:23][CH2:22][NH:21][CH2:20][CH2:19]2)[CH:6]=[CH:5][CH:4]=[CH:3][CH:2]=1.Br[CH:25]([OH:27])[CH3:26]. Given the product [OH:27][CH2:25][CH2:26][N:21]1[CH2:22][CH2:23][N:18]([C:8]2[N:7]([C:1]3[CH:2]=[CH:3][CH:4]=[CH:5][CH:6]=3)[C:15]3[C:10]([C:9]=2[CH:16]=[O:17])=[CH:11][CH:12]=[CH:13][CH:14]=3)[CH2:19][CH2:20]1, predict the reactants needed to synthesize it. (5) Given the product [CH3:24][C:23]1[C:14]([CH2:15][CH2:16][CH2:17][CH2:18][CH2:19][C:20]([OH:22])=[O:21])([CH3:13])[C:8]2[C:3](=[CH:4][CH:5]=[C:6]([S:9]([OH:12])(=[O:11])=[O:10])[CH:7]=2)[N:1]=1, predict the reactants needed to synthesize it. The reactants are: [NH:1]([C:3]1[CH:8]=[CH:7][C:6]([S:9]([OH:12])(=[O:11])=[O:10])=[CH:5][CH:4]=1)N.[CH3:13][CH:14]([C:23](=O)[CH3:24])[CH2:15][CH2:16][CH2:17][CH2:18][CH2:19][C:20]([OH:22])=[O:21]. (6) The reactants are: B#B.[Cl:3][C:4]1[CH:5]=[C:6]([CH:21]=[CH:22][C:23]=1[Cl:24])[CH2:7][N:8]1[CH2:13][CH2:12][N:11]([C:14]([CH:16]([NH2:20])[CH:17]([CH3:19])[CH3:18])=O)[CH2:10][CH2:9]1. Given the product [Cl:3][C:4]1[CH:5]=[C:6]([CH:21]=[CH:22][C:23]=1[Cl:24])[CH2:7][N:8]1[CH2:13][CH2:12][N:11]([CH2:14][CH:16]([NH2:20])[CH:17]([CH3:19])[CH3:18])[CH2:10][CH2:9]1, predict the reactants needed to synthesize it.